Dataset: Full USPTO retrosynthesis dataset with 1.9M reactions from patents (1976-2016). Task: Predict the reactants needed to synthesize the given product. Given the product [CH2:5]1[CH2:6][CH2:7][CH2:8][CH:9]2[C:10]1=[C:15]1[N:26]([CH2:27][CH2:28]2)[CH2:31][CH2:32][C:40]2[C:49]3[CH:50]=[CH:47][CH:48]=[CH:23][C:22]=3[NH:17][C:16]1=2, predict the reactants needed to synthesize it. The reactants are: C1[CH:10]2[CH:5]([CH2:6][CH2:7][CH2:8][CH2:9]2)CCN1.O.O.[Na+].[Na+].[CH2:15]([N:26]([CH2:31][C:32](O)=O)[CH2:27][C:28](O)=O)[CH2:16][N:17]([CH2:22][C:23]([O-])=O)CC([O-])=O.[OH-].[NH4+].ClCCl.[CH3:40]O.C(N([CH2:47][CH3:48])CC)C.[CH2:49](O)[CH3:50].